Dataset: M1 muscarinic receptor antagonist screen with 61,756 compounds. Task: Binary Classification. Given a drug SMILES string, predict its activity (active/inactive) in a high-throughput screening assay against a specified biological target. (1) The drug is O=C1CC(CC=2N=c3n([nH]cn3)C(C12)c1ncccc1)(C)C. The result is 0 (inactive). (2) The molecule is O=C(N(CC)CC)C1CCN(CC1)Cc1cc(OCc2ccccc2)ccc1. The result is 0 (inactive). (3) The molecule is S(CC(=O)N1CCCCC1)c1[nH]c2nc(cc(c2c(=O)n1)C)C. The result is 0 (inactive). (4) The molecule is S(=O)(=O)(N1CCCC1)c1ccc(NC(=O)COc2cc(ccc2)C(F)(F)F)cc1. The result is 0 (inactive). (5) The molecule is O=C(C1CC1)c1c2c(n(c1)CC(=O)NCCCOC)cccc2. The result is 0 (inactive). (6) The result is 0 (inactive). The compound is O1c2c(OC1)ccc(C(=O)NCc1cc3c(n(c(c3)C)C)cc1)c2. (7) The molecule is ON1C2(CCCCC2=[N+]([O-])C1)C. The result is 0 (inactive). (8) The drug is Clc1c(c2noc(c2C(=O)Nc2n(nc3c2CS(=O)(=O)C3)c2c(cc(cc2)C)C)C)cccc1. The result is 0 (inactive). (9) The drug is S=c1n(c(nn1CC(OC)=O)c1ccccc1)c1ccccc1. The result is 0 (inactive).